Dataset: Full USPTO retrosynthesis dataset with 1.9M reactions from patents (1976-2016). Task: Predict the reactants needed to synthesize the given product. Given the product [CH2:11]([C:2]1[C:7]([Cl:8])=[N:6][N:5]([CH3:9])[C:4](=[O:10])[CH:3]=1)[CH2:12][CH2:13][CH3:14], predict the reactants needed to synthesize it. The reactants are: Cl[C:2]1[C:7]([Cl:8])=[N:6][N:5]([CH3:9])[C:4](=[O:10])[CH:3]=1.[CH2:11]([Sn]([CH2:11][CH2:12][CH2:13][CH3:14])([CH2:11][CH2:12][CH2:13][CH3:14])/C=C/C(OCC)=O)[CH2:12][CH2:13][CH3:14].